Dataset: NCI-60 drug combinations with 297,098 pairs across 59 cell lines. Task: Regression. Given two drug SMILES strings and cell line genomic features, predict the synergy score measuring deviation from expected non-interaction effect. (1) Drug 1: CC(C1=C(C=CC(=C1Cl)F)Cl)OC2=C(N=CC(=C2)C3=CN(N=C3)C4CCNCC4)N. Drug 2: C1C(C(OC1N2C=NC(=NC2=O)N)CO)O. Cell line: LOX IMVI. Synergy scores: CSS=24.0, Synergy_ZIP=-1.24, Synergy_Bliss=1.48, Synergy_Loewe=4.39, Synergy_HSA=4.90. (2) Drug 1: CN(CCCl)CCCl.Cl. Drug 2: C1CN(P(=O)(OC1)NCCCl)CCCl. Cell line: UACC-257. Synergy scores: CSS=2.15, Synergy_ZIP=-0.920, Synergy_Bliss=-2.14, Synergy_Loewe=-5.36, Synergy_HSA=-2.77. (3) Drug 1: C1=CC=C(C(=C1)C(C2=CC=C(C=C2)Cl)C(Cl)Cl)Cl. Drug 2: CCCCCOC(=O)NC1=NC(=O)N(C=C1F)C2C(C(C(O2)C)O)O. Cell line: MCF7. Synergy scores: CSS=2.17, Synergy_ZIP=0.633, Synergy_Bliss=0.863, Synergy_Loewe=0.640, Synergy_HSA=0.0465. (4) Drug 1: C1CCN(CC1)CCOC2=CC=C(C=C2)C(=O)C3=C(SC4=C3C=CC(=C4)O)C5=CC=C(C=C5)O. Drug 2: CN1C2=C(C=C(C=C2)N(CCCl)CCCl)N=C1CCCC(=O)O.Cl. Cell line: M14. Synergy scores: CSS=4.71, Synergy_ZIP=1.99, Synergy_Bliss=6.17, Synergy_Loewe=2.43, Synergy_HSA=2.90. (5) Cell line: M14. Drug 1: CC1C(C(CC(O1)OC2CC(CC3=C2C(=C4C(=C3O)C(=O)C5=C(C4=O)C(=CC=C5)OC)O)(C(=O)C)O)N)O.Cl. Synergy scores: CSS=20.5, Synergy_ZIP=7.21, Synergy_Bliss=11.1, Synergy_Loewe=-1.25, Synergy_HSA=7.86. Drug 2: CS(=O)(=O)CCNCC1=CC=C(O1)C2=CC3=C(C=C2)N=CN=C3NC4=CC(=C(C=C4)OCC5=CC(=CC=C5)F)Cl. (6) Drug 1: C1=CC(=CC=C1CCC2=CNC3=C2C(=O)NC(=N3)N)C(=O)NC(CCC(=O)O)C(=O)O. Drug 2: C1C(C(OC1N2C=NC(=NC2=O)N)CO)O. Cell line: SN12C. Synergy scores: CSS=9.27, Synergy_ZIP=-7.74, Synergy_Bliss=-9.04, Synergy_Loewe=-15.8, Synergy_HSA=-8.65. (7) Synergy scores: CSS=-0.288, Synergy_ZIP=-0.142, Synergy_Bliss=-1.78, Synergy_Loewe=0.593, Synergy_HSA=-2.01. Drug 2: C(=O)(N)NO. Drug 1: C1=NC2=C(N=C(N=C2N1C3C(C(C(O3)CO)O)O)F)N. Cell line: SNB-75.